From a dataset of Catalyst prediction with 721,799 reactions and 888 catalyst types from USPTO. Predict which catalyst facilitates the given reaction. (1) Reactant: [C:1]([O:4][CH:5]([C@H:8]1[O:12][C@@H:11]([N:13]2[C:17]3[N:18]=[C:19]([NH2:23])[NH:20][C:21](=[O:22])[C:16]=3[S:15][C:14]2=[O:24])[C@@H:10](CC([O-])=O)[CH2:9]1)[CH2:6][CH3:7])(=[O:3])[CH3:2].C([O-])([O-])=[O:30].[K+].[K+].CC(O)=O. Product: [C:1]([O:4][CH:5]([C@@H:8]1[CH2:9][C@@H:10]([OH:30])[C@H:11]([N:13]2[C:17]3[N:18]=[C:19]([NH2:23])[NH:20][C:21](=[O:22])[C:16]=3[S:15][C:14]2=[O:24])[O:12]1)[CH2:6][CH3:7])(=[O:3])[CH3:2]. The catalyst class is: 5. (2) Reactant: [Cl:1][C:2]1[C:10]2[NH:9][N:8]=[CH:7][C:6]=2[C:5]2[CH2:11][N:12]([CH2:21][C:22]([F:25])([F:24])[F:23])[C:13](=[O:20])[C@H:14]([CH2:16][C:17](O)=[O:18])[CH2:15][C:4]=2[CH:3]=1.[NH:26]1[C:35]2[C:30](=[CH:31][CH:32]=[CH:33][CH:34]=2)[C:29]2([CH2:40][CH2:39][NH:38][CH2:37][CH2:36]2)[NH:28][C:27]1=[O:41].F[B-](F)(F)F.N1(OC(N(C)C)=[N+](C)C)C2C=CC=CC=2N=N1.C(N(CC)CC)C. Product: [Cl:1][C:2]1[C:10]2[NH:9][N:8]=[CH:7][C:6]=2[C:5]2[CH2:11][N:12]([CH2:21][C:22]([F:24])([F:23])[F:25])[C:13](=[O:20])[C@H:14]([CH2:16][C:17](=[O:18])[N:38]3[CH2:37][CH2:36][C:29]4([C:30]5[C:35](=[CH:34][CH:33]=[CH:32][CH:31]=5)[NH:26][C:27](=[O:41])[NH:28]4)[CH2:40][CH2:39]3)[CH2:15][C:4]=2[CH:3]=1. The catalyst class is: 4. (3) Reactant: [C:1]([OH:5])(=[O:4])[CH2:2][CH3:3].[O-2].[Ca+2:7].C(=O)([O-])[O-].[Ca+2]. Product: [C:1]([O-:5])(=[O:4])[CH2:2][CH3:3].[Ca+2:7].[C:1]([O-:5])(=[O:4])[CH2:2][CH3:3]. The catalyst class is: 6. (4) Reactant: [NH:1]1[CH2:6][CH2:5][CH:4]([C:7]#[N:8])[CH2:3][CH2:2]1.[C:9](O[C:9]([O:11][C:12]([CH3:15])([CH3:14])[CH3:13])=[O:10])([O:11][C:12]([CH3:15])([CH3:14])[CH3:13])=[O:10]. Product: [C:7]([CH:4]1[CH2:5][CH2:6][N:1]([C:9]([O:11][C:12]([CH3:15])([CH3:14])[CH3:13])=[O:10])[CH2:2][CH2:3]1)#[N:8]. The catalyst class is: 2. (5) Reactant: C(OC(=O)[NH:7][C:8]1[CH:17]=[CH:16][C:15]2[C:10](=[C:11]([Br:18])[CH:12]=[N:13][CH:14]=2)[N:9]=1)(C)(C)C.C([Cl:23])(=O)C.CCOC(C)=O. Product: [ClH:23].[ClH:23].[Br:18][C:11]1[CH:12]=[N:13][CH:14]=[C:15]2[C:10]=1[N:9]=[C:8]([NH2:7])[CH:17]=[CH:16]2. The catalyst class is: 5. (6) The catalyst class is: 349. Reactant: [CH3:1][O:2][C:3]([C@@:5]12[CH2:11][CH2:10][C@:9]1([CH2:12][O:13]CC1C=CC=CC=1)[CH2:8][N:7]([C@@H:21]([C:23]1[CH:28]=[CH:27][CH:26]=[CH:25][CH:24]=1)[CH3:22])[C:6]2=[O:29])=[O:4].O1CCCC1.[H][H]. Product: [CH3:1][O:2][C:3]([C@@:5]12[CH2:11][CH2:10][C@:9]1([CH2:12][OH:13])[CH2:8][N:7]([C@@H:21]([C:23]1[CH:24]=[CH:25][CH:26]=[CH:27][CH:28]=1)[CH3:22])[C:6]2=[O:29])=[O:4].